From a dataset of Catalyst prediction with 721,799 reactions and 888 catalyst types from USPTO. Predict which catalyst facilitates the given reaction. Reactant: [CH2:1]([O:3][P:4]([C:9]1[CH:14]=[CH:13][C:12]([CH:15]([C:19]2[CH:24]=[CH:23][CH:22]=[CH:21][CH:20]=2)[C:16]([OH:18])=O)=[CH:11][CH:10]=1)([O:6][CH2:7][CH3:8])=[O:5])[CH3:2].CN(C(ON1N=NC2C=CC=NC1=2)=[N+](C)C)C.F[P-](F)(F)(F)(F)F.C(N(CC)CC)C.[NH2:56][C:57]1[C:58]([OH:68])=[N:59][C:60]([N:63]2[CH:67]=[CH:66][CH:65]=[N:64]2)=[N:61][CH:62]=1. Product: [OH:68][C:58]1[C:57]([NH:56][C:16](=[O:18])[CH:15]([C:12]2[CH:11]=[CH:10][C:9]([P:4](=[O:5])([O:6][CH2:7][CH3:8])[O:3][CH2:1][CH3:2])=[CH:14][CH:13]=2)[C:19]2[CH:20]=[CH:21][CH:22]=[CH:23][CH:24]=2)=[CH:62][N:61]=[C:60]([N:63]2[CH:67]=[CH:66][CH:65]=[N:64]2)[N:59]=1. The catalyst class is: 23.